Dataset: Full USPTO retrosynthesis dataset with 1.9M reactions from patents (1976-2016). Task: Predict the reactants needed to synthesize the given product. (1) Given the product [C:8]([C:6]1[CH:7]=[C:2]([C:24]2[C:19]([O:18][CH3:17])=[N:20][CH:21]=[CH:22][CH:23]=2)[CH:3]=[C:4]([N+:14]([O-:16])=[O:15])[C:5]=1[O:12][CH3:13])([CH3:11])([CH3:10])[CH3:9], predict the reactants needed to synthesize it. The reactants are: Br[C:2]1[CH:3]=[C:4]([N+:14]([O-:16])=[O:15])[C:5]([O:12][CH3:13])=[C:6]([C:8]([CH3:11])([CH3:10])[CH3:9])[CH:7]=1.[CH3:17][O:18][C:19]1[C:24](B(O)O)=[CH:23][CH:22]=[CH:21][N:20]=1.C([O-])([O-])=O.[Na+].[Na+]. (2) Given the product [CH2:1]([O:5][CH2:6][CH2:7][O:8][C:9]1[CH:10]=[CH:11][C:12]([C:15]2[CH:16]=[CH:17][C:18]3[N:25]([CH:26]=[O:27])[CH2:24][CH2:23][CH2:22][C:21]([C:28]([NH:58][C:57]4[CH:56]=[CH:55][C:54]([S:52]([CH2:51][C:50]5[N:46]([CH2:43][CH2:44][CH3:45])[CH:47]=[N:48][CH:49]=5)=[O:53])=[CH:60][CH:59]=4)=[O:29])=[CH:20][C:19]=3[CH:31]=2)=[CH:13][CH:14]=1)[CH2:2][CH2:3][CH3:4], predict the reactants needed to synthesize it. The reactants are: [CH2:1]([O:5][CH2:6][CH2:7][O:8][C:9]1[CH:14]=[CH:13][C:12]([C:15]2[CH:16]=[CH:17][C:18]3[N:25]([CH:26]=[O:27])[CH2:24][CH2:23][CH2:22][C:21]([C:28](O)=[O:29])=[CH:20][C:19]=3[CH:31]=2)=[CH:11][CH:10]=1)[CH2:2][CH2:3][CH3:4].CN(C=O)C.C(Cl)(=O)C(Cl)=O.[CH2:43]([N:46]1[C:50]([CH2:51][S:52]([C:54]2[CH:60]=[CH:59][C:57]([NH2:58])=[CH:56][CH:55]=2)=[O:53])=[CH:49][N:48]=[CH:47]1)[CH2:44][CH3:45]. (3) Given the product [C:1]([O:5][C:6]([N:8]1[CH2:12][CH2:11][CH:10]([CH2:13][N:14]([C:15]2[S:16][C:17]3[CH:23]=[C:22]([N+:24]([O-:26])=[O:25])[CH:21]=[CH:20][C:18]=3[N:19]=2)[CH2:31][CH3:32])[CH2:9]1)=[O:7])([CH3:4])([CH3:2])[CH3:3], predict the reactants needed to synthesize it. The reactants are: [C:1]([O:5][C:6]([N:8]1[CH2:12][CH2:11][CH:10]([CH2:13][NH:14][C:15]2[S:16][C:17]3[CH:23]=[C:22]([N+:24]([O-:26])=[O:25])[CH:21]=[CH:20][C:18]=3[N:19]=2)[CH2:9]1)=[O:7])([CH3:4])([CH3:3])[CH3:2].[H-].[Na+].IC.[C:31](OCC)(=O)[CH3:32]. (4) Given the product [CH3:3][C:2](=[CH:5][CH:6]([CH3:7])[CH2:9][CH2:10][CH3:11])[CH:1]=[O:4], predict the reactants needed to synthesize it. The reactants are: [CH:1](=[O:4])[CH2:2][CH3:3].[CH3:5][CH:6]([CH2:9][CH2:10][CH3:11])[CH:7]=O.[OH-].C([N+]1C=CN(C)C=1C)CCC. (5) The reactants are: [F:1][C:2]1[CH:7]=[CH:6][C:5]([F:8])=[CH:4][C:3]=1[CH:9]([S:20]([C:23]1[CH:28]=[CH:27][C:26]([F:29])=[CH:25][CH:24]=1)(=[O:22])=[O:21])[C:10]1[C:11]([CH3:19])=[CH:12][C:13]([C:16]([OH:18])=O)=[N:14][CH:15]=1.[OH:30][N:31]1[C:35]2C=CC=CC=2N=N1.Cl.[CH2:41](N=C=NCCCN(C)C)C.CN1CCOCC1. Given the product [F:1][C:2]1[CH:7]=[CH:6][C:5]([F:8])=[CH:4][C:3]=1[CH:9]([S:20]([C:23]1[CH:28]=[CH:27][C:26]([F:29])=[CH:25][CH:24]=1)(=[O:22])=[O:21])[C:10]1[C:11]([CH3:19])=[CH:12][C:13]([C:16]([N:31]([O:30][CH3:41])[CH3:35])=[O:18])=[N:14][CH:15]=1, predict the reactants needed to synthesize it. (6) Given the product [CH3:2][O:3][C:4]1[CH:5]=[C:6]2[C:11](=[CH:12][C:13]=1[O:14][CH3:15])[CH:10]([CH2:16][C:17]1[CH:18]=[CH:19][C:20]([C:23]3[CH:24]=[N:25][CH:26]=[CH:27][C:28]=3[O:29][CH3:30])=[CH:21][CH:22]=1)[N:9]([CH3:33])[CH2:8][CH2:7]2, predict the reactants needed to synthesize it. The reactants are: Cl.[CH3:2][O:3][C:4]1[CH:5]=[C:6]2[C:11](=[CH:12][C:13]=1[O:14][CH3:15])[CH:10]([CH2:16][C:17]1[CH:22]=[CH:21][C:20]([C:23]3[CH:24]=[N:25][CH:26]=[CH:27][C:28]=3[O:29][CH3:30])=[CH:19][CH:18]=1)[NH:9][CH2:8][CH2:7]2.C=O.[C:33]([BH3-])#N.[Na+].